The task is: Predict which catalyst facilitates the given reaction.. This data is from Catalyst prediction with 721,799 reactions and 888 catalyst types from USPTO. Reactant: [H-].[H-].[H-].[H-].[Li+].[Al+3].[Cl:7][C:8]1[CH:22]=[CH:21][C:11]([CH2:12][CH:13]2[CH2:18][CH2:17][N:16]([N:19]=O)[CH2:15][CH2:14]2)=[CH:10][CH:9]=1.CCOCC.O. Product: [NH2:19][N:16]1[CH2:17][CH2:18][CH:13]([CH2:12][C:11]2[CH:10]=[CH:9][C:8]([Cl:7])=[CH:22][CH:21]=2)[CH2:14][CH2:15]1. The catalyst class is: 1.